Dataset: Forward reaction prediction with 1.9M reactions from USPTO patents (1976-2016). Task: Predict the product of the given reaction. (1) Given the reactants [Cl:1][C:2]1[CH:7]=[C:6]([N+:8]([O-])=O)[CH:5]=[CH:4][C:3]=1[SH:11], predict the reaction product. The product is: [NH2:8][C:6]1[CH:5]=[CH:4][C:3]([SH:11])=[C:2]([Cl:1])[CH:7]=1. (2) Given the reactants [Cl:1][C:2]1[CH:3]=[C:4]([C:13]2[C:21]3[C:16](=[CH:17][C:18]([C:27]#[N:28])=[C:19]([O:22][N:23]=C(C)C)[CH:20]=3)[N:15]([CH3:29])[N:14]=2)[CH:5]=[N:6][C:7]=1[O:8][CH2:9][CH:10]([CH3:12])[CH3:11].[CH:30]1([S:33](Cl)(=[O:35])=[O:34])[CH2:32][CH2:31]1, predict the reaction product. The product is: [Cl:1][C:2]1[CH:3]=[C:4]([C:13]2[C:21]3[CH:20]=[C:19]4[O:22][N:23]=[C:27]([NH:28][S:33]([CH:30]5[CH2:32][CH2:31]5)(=[O:35])=[O:34])[C:18]4=[CH:17][C:16]=3[N:15]([CH3:29])[N:14]=2)[CH:5]=[N:6][C:7]=1[O:8][CH2:9][CH:10]([CH3:12])[CH3:11].